This data is from Forward reaction prediction with 1.9M reactions from USPTO patents (1976-2016). The task is: Predict the product of the given reaction. Given the reactants [CH:1]1([NH:4][C:5]([C:7]2[CH:8]=[C:9]([C:15]3[CH:20]=[CH:19][C:18]([C:21]([NH:23][CH2:24][C:25]([CH3:28])([CH3:27])[CH3:26])=[O:22])=[CH:17][C:16]=3[CH:29]=[O:30])[C:10]([CH3:14])=[C:11]([F:13])[CH:12]=2)=[O:6])[CH2:3][CH2:2]1.[O-:31][Mn](=O)(=O)=O.[K+], predict the reaction product. The product is: [CH:1]1([NH:4][C:5]([C:7]2[CH:12]=[C:11]([F:13])[C:10]([CH3:14])=[C:9]([C:15]3[C:16]([C:29]([OH:31])=[O:30])=[CH:17][C:18]([C:21]([NH:23][CH2:24][C:25]([CH3:27])([CH3:26])[CH3:28])=[O:22])=[CH:19][CH:20]=3)[CH:8]=2)=[O:6])[CH2:3][CH2:2]1.